From a dataset of Full USPTO retrosynthesis dataset with 1.9M reactions from patents (1976-2016). Predict the reactants needed to synthesize the given product. (1) Given the product [OH:23][CH2:24][C:25]1[CH:26]=[CH:27][C:28]2[N:32]=[C:31]3[S:33][C:34]([C:36]([NH:45][CH2:40][C:41]([CH3:44])([CH3:43])[CH3:42])=[O:38])=[CH:35][N:30]3[C:29]=2[CH:39]=1, predict the reactants needed to synthesize it. The reactants are: ON1C2C=CC=CC=2N=N1.Cl.CN(C)CCCN=C=NCC.[OH:23][CH2:24][C:25]1[CH:26]=[CH:27][C:28]2[N:32]=[C:31]3[S:33][C:34]([C:36]([OH:38])=O)=[CH:35][N:30]3[C:29]=2[CH:39]=1.[CH2:40]([NH2:45])[C:41]([CH3:44])([CH3:43])[CH3:42].[OH-].[Na+]. (2) Given the product [Br-:13].[OH:16][CH2:15][CH2:14][N+:7]1[C:6]2[CH:11]=[CH:12][C:3]([O:2][CH3:1])=[CH:4][C:5]=2[S:9][C:8]=1[CH3:10], predict the reactants needed to synthesize it. The reactants are: [CH3:1][O:2][C:3]1[CH:12]=[CH:11][C:6]2[N:7]=[C:8]([CH3:10])[S:9][C:5]=2[CH:4]=1.[Br:13][CH2:14][CH2:15][OH:16]. (3) Given the product [F:2][C:3]1[C:8]([C:9]([F:11])([F:12])[F:10])=[CH:7][CH:6]=[CH:5][C:4]=1[CH:13]1[CH2:16][C:15]2([CH2:17][CH2:18][N:19]([C:38]([O:40][C:41]3[CH:42]=[CH:43][C:44]([N+:47]([O-:49])=[O:48])=[CH:45][CH:46]=3)=[O:39])[CH2:20][CH2:21]2)[CH2:14]1, predict the reactants needed to synthesize it. The reactants are: Cl.[F:2][C:3]1[C:8]([C:9]([F:12])([F:11])[F:10])=[CH:7][CH:6]=[CH:5][C:4]=1[CH:13]1[CH2:16][C:15]2([CH2:21][CH2:20][NH:19][CH2:18][CH2:17]2)[CH2:14]1.CC1C=C(C2CC3(CCN([C:38]([O:40][C:41]4[CH:46]=[CH:45][C:44]([N+:47]([O-:49])=[O:48])=[CH:43][CH:42]=4)=[O:39])CC3)C2)C=CC=1.